This data is from Reaction yield outcomes from USPTO patents with 853,638 reactions. The task is: Predict the reaction yield, written as a fraction of the theoretical maximum amount of product (1.0 means a 100% yield; for example, 0.34 means a 34% yield). The reactants are [NH2:1][C:2]1[N:7]=[C:6]([N:8]([CH3:11])[O:9][CH3:10])[N:5]=[C:4]([NH:12][CH2:13][CH2:14][CH3:15])[N:3]=1.[C:16](Cl)(=[O:19])[CH2:17][CH3:18].CCN(C(C)C)C(C)C. The catalyst is C1COCC1. The product is [CH3:10][O:9][N:8]([CH3:11])[C:6]1[N:5]=[C:4]([NH:12][CH2:13][CH2:14][CH3:15])[N:3]=[C:2]([NH:1][C:16](=[O:19])[CH2:17][CH3:18])[N:7]=1. The yield is 0.150.